Dataset: Catalyst prediction with 721,799 reactions and 888 catalyst types from USPTO. Task: Predict which catalyst facilitates the given reaction. Reactant: [CH3:1][C:2]1[CH:11]=[CH:10][C:9]2[C:4](=[CH:5][CH:6]=[C:7]3[O:15][CH2:14][C@H:13]([CH2:16][NH:17][CH2:18][CH2:19][CH2:20][OH:21])[O:12][C:8]3=2)[N:3]=1.[C:22](O[C:22]([O:24][C:25]([CH3:28])([CH3:27])[CH3:26])=[O:23])([O:24][C:25]([CH3:28])([CH3:27])[CH3:26])=[O:23]. Product: [OH:21][CH2:20][CH2:19][CH2:18][N:17]([CH2:16][C@@H:13]1[O:12][C:8]2=[C:9]3[C:4](=[CH:5][CH:6]=[C:7]2[O:15][CH2:14]1)[N:3]=[C:2]([CH3:1])[CH:11]=[CH:10]3)[C:22](=[O:23])[O:24][C:25]([CH3:28])([CH3:27])[CH3:26]. The catalyst class is: 2.